This data is from Reaction yield outcomes from USPTO patents with 853,638 reactions. The task is: Predict the reaction yield, written as a fraction of the theoretical maximum amount of product (1.0 means a 100% yield; for example, 0.34 means a 34% yield). (1) The catalyst is CO.Cl.CN(C=O)C. The yield is 0.220. The product is [F:1][C:2]1[CH:10]=[CH:9][C:8]2[N:7]([C:11]3[C:12]([CH3:20])=[CH:13][C:14]([C:17]([N:31]4[CH2:34][CH:33]([OH:35])[CH2:32]4)=[O:19])=[N:15][CH:16]=3)[C:6]3[CH:21]=[N:22][NH:23][C:5]=3[C:4]=2[CH:3]=1. The reactants are [F:1][C:2]1[CH:10]=[CH:9][C:8]2[N:7]([C:11]3[C:12]([CH3:20])=[CH:13][C:14]([C:17]([OH:19])=O)=[N:15][CH:16]=3)[C:6]3[CH:21]=[N:22][N:23](C4CCCCO4)[C:5]=3[C:4]=2[CH:3]=1.Cl.[NH:31]1[CH2:34][CH:33]([OH:35])[CH2:32]1.CN(C(ON1N=NC2C=CC=NC1=2)=[N+](C)C)C.F[P-](F)(F)(F)(F)F.CCN(C(C)C)C(C)C. (2) The reactants are [CH3:1][S:2]([NH:5][C:6]1[CH:7]=[C:8]([NH:12][C:13]2[O:14][C:15]([C:18]3[N:19](C(OC(C)(C)C)=O)[C:20]4[C:25]([CH:26]=3)=[CH:24][CH:23]=[CH:22][CH:21]=4)=[CH:16][N:17]=2)[CH:9]=[CH:10][CH:11]=1)(=[O:4])=[O:3].C(=O)([O-])[O-].[K+].[K+]. The catalyst is CO.CC(C)=O.CCCCCC. The product is [NH:19]1[C:20]2[C:25](=[CH:24][CH:23]=[CH:22][CH:21]=2)[CH:26]=[C:18]1[C:15]1[O:14][C:13]([NH:12][C:8]2[CH:7]=[C:6]([NH:5][S:2]([CH3:1])(=[O:3])=[O:4])[CH:11]=[CH:10][CH:9]=2)=[N:17][CH:16]=1. The yield is 0.630.